From a dataset of Full USPTO retrosynthesis dataset with 1.9M reactions from patents (1976-2016). Predict the reactants needed to synthesize the given product. The reactants are: [NH2:1][C:2]1[CH:6]=[CH:5][S:4][C:3]=1[C:7]([O:9][CH3:10])=[O:8].N1C=CC=CC=1.[C:17]([C:21]1[CH:29]=[CH:28][C:24]([C:25](Cl)=[O:26])=[CH:23][CH:22]=1)([CH3:20])([CH3:19])[CH3:18]. Given the product [C:17]([C:21]1[CH:22]=[CH:23][C:24]([C:25]([NH:1][C:2]2[CH:6]=[CH:5][S:4][C:3]=2[C:7]([O:9][CH3:10])=[O:8])=[O:26])=[CH:28][CH:29]=1)([CH3:20])([CH3:18])[CH3:19], predict the reactants needed to synthesize it.